From a dataset of Merck oncology drug combination screen with 23,052 pairs across 39 cell lines. Regression. Given two drug SMILES strings and cell line genomic features, predict the synergy score measuring deviation from expected non-interaction effect. (1) Drug 1: CN(Cc1cnc2nc(N)nc(N)c2n1)c1ccc(C(=O)NC(CCC(=O)O)C(=O)O)cc1. Drug 2: O=C(O)C1(Cc2cccc(Nc3nccs3)n2)CCC(Oc2cccc(Cl)c2F)CC1. Cell line: LOVO. Synergy scores: synergy=-15.8. (2) Drug 1: COc1cc(C2c3cc4c(cc3C(OC3OC5COC(C)OC5C(O)C3O)C3COC(=O)C23)OCO4)cc(OC)c1O. Drug 2: O=C(O)C1(Cc2cccc(Nc3nccs3)n2)CCC(Oc2cccc(Cl)c2F)CC1. Cell line: MSTO. Synergy scores: synergy=27.6. (3) Drug 1: CC1(c2nc3c(C(N)=O)cccc3[nH]2)CCCN1. Drug 2: CNC(=O)c1cc(Oc2ccc(NC(=O)Nc3ccc(Cl)c(C(F)(F)F)c3)cc2)ccn1. Cell line: DLD1. Synergy scores: synergy=12.1. (4) Drug 1: O=C(CCCCCCC(=O)Nc1ccccc1)NO. Drug 2: CCC1(O)C(=O)OCc2c1cc1n(c2=O)Cc2cc3c(CN(C)C)c(O)ccc3nc2-1. Cell line: ES2. Synergy scores: synergy=8.42. (5) Drug 1: CC1(c2nc3c(C(N)=O)cccc3[nH]2)CCCN1. Drug 2: COC1CC2CCC(C)C(O)(O2)C(=O)C(=O)N2CCCCC2C(=O)OC(C(C)CC2CCC(OP(C)(C)=O)C(OC)C2)CC(=O)C(C)C=C(C)C(O)C(OC)C(=O)C(C)CC(C)C=CC=CC=C1C. Cell line: SW620. Synergy scores: synergy=1.02. (6) Drug 1: O=S1(=O)NC2(CN1CC(F)(F)F)C1CCC2Cc2cc(C=CCN3CCC(C(F)(F)F)CC3)ccc2C1. Drug 2: Cn1nnc2c(C(N)=O)ncn2c1=O. Cell line: SW620. Synergy scores: synergy=6.03. (7) Synergy scores: synergy=-24.4. Drug 1: O=C(CCCCCCC(=O)Nc1ccccc1)NO. Drug 2: O=C(NOCC(O)CO)c1ccc(F)c(F)c1Nc1ccc(I)cc1F. Cell line: SKMES1. (8) Drug 1: CN1C(=O)C=CC2(C)C3CCC4(C)C(NC(=O)OCC(F)(F)F)CCC4C3CCC12. Drug 2: CC(=O)OC1C(=O)C2(C)C(O)CC3OCC3(OC(C)=O)C2C(OC(=O)c2ccccc2)C2(O)CC(OC(=O)C(O)C(NC(=O)c3ccccc3)c3ccccc3)C(C)=C1C2(C)C. Cell line: LOVO. Synergy scores: synergy=7.86.